Dataset: Full USPTO retrosynthesis dataset with 1.9M reactions from patents (1976-2016). Task: Predict the reactants needed to synthesize the given product. (1) Given the product [Br:9][C:10]1[CH:14]=[C:13]([Br:1])[S:12][C:11]=1[C:15]1[S:16][C:17]([CH3:20])=[CH:18][CH:19]=1, predict the reactants needed to synthesize it. The reactants are: [Br:1]N1C(=O)CCC1=O.[Br:9][C:10]1[CH:14]=[CH:13][S:12][C:11]=1[C:15]1[S:16][C:17]([CH3:20])=[CH:18][CH:19]=1.C(OC(=O)C)(=O)C.CCOCC. (2) Given the product [Cl:8][C:3]1[CH:4]=[CH:5][CH:6]=[CH:7][C:2]=1[C:16]1[CH:15]=[CH:14][CH:13]=[C:12]([C:9](=[O:11])[CH3:10])[CH:17]=1, predict the reactants needed to synthesize it. The reactants are: I[C:2]1[CH:7]=[CH:6][CH:5]=[CH:4][C:3]=1[Cl:8].[C:9]([C:12]1[CH:13]=[C:14](B(O)O)[CH:15]=[CH:16][CH:17]=1)(=[O:11])[CH3:10].C1(P(C2C=CC=CC=2)C2C=CC=CC=2)C=CC=CC=1.C(=O)([O-])[O-].[Na+].[Na+]. (3) Given the product [Cl:16][C:17]1[CH:29]=[CH:28][C:20]([CH2:21][N:22]2[CH:26]=[N:25][C:24]([NH:27][C:2]3[CH:7]=[CH:6][C:5]([N:8]4[CH:12]=[C:11]([CH3:13])[N:10]=[CH:9]4)=[C:4]([O:14][CH3:15])[CH:3]=3)=[N:23]2)=[CH:19][CH:18]=1, predict the reactants needed to synthesize it. The reactants are: Br[C:2]1[CH:7]=[CH:6][C:5]([N:8]2[CH:12]=[C:11]([CH3:13])[N:10]=[CH:9]2)=[C:4]([O:14][CH3:15])[CH:3]=1.[Cl:16][C:17]1[CH:29]=[CH:28][C:20]([CH2:21][N:22]2[CH:26]=[N:25][C:24]([NH2:27])=[N:23]2)=[CH:19][CH:18]=1. (4) The reactants are: N1CCCCC1.[CH3:7][O:8][C:9]1[CH:10]=[C:11]([CH:14]=[CH:15][C:16]=1[N:17]1[CH:21]=[C:20]([CH3:22])[N:19]=[CH:18]1)[CH:12]=O.[CH2:23]([N:30]1[C:31](=[O:43])[NH:32][CH2:33]/[C:34]/1=[N:35]\[C:36](=[O:42])[O:37][C:38]([CH3:41])([CH3:40])[CH3:39])[C:24]1[CH:29]=[CH:28][CH:27]=[CH:26][CH:25]=1. Given the product [CH2:23]([N:30]1[C:34](=[N:35][C:36](=[O:42])[O:37][C:38]([CH3:39])([CH3:40])[CH3:41])[C:33](=[CH:12][C:11]2[CH:14]=[CH:15][C:16]([N:17]3[CH:21]=[C:20]([CH3:22])[N:19]=[CH:18]3)=[C:9]([O:8][CH3:7])[CH:10]=2)[NH:32][C:31]1=[O:43])[C:24]1[CH:29]=[CH:28][CH:27]=[CH:26][CH:25]=1, predict the reactants needed to synthesize it.